This data is from Full USPTO retrosynthesis dataset with 1.9M reactions from patents (1976-2016). The task is: Predict the reactants needed to synthesize the given product. (1) Given the product [CH3:1][C:2]1([CH3:22])[C:10]2[N:9]=[N:8][C:7]([C:11]3[C:19]4[C:14](=[N:15][C:16]([CH3:20])=[CH:17][CH:18]=4)[N:13]([CH2:30][C:31]4[C:32]([F:39])=[CH:33][CH:34]=[C:35]([F:38])[C:36]=4[F:37])[N:12]=3)=[N:6][C:5]=2[NH:4][C:3]1=[O:21], predict the reactants needed to synthesize it. The reactants are: [CH3:1][C:2]1([CH3:22])[C:10]2[N:9]=[N:8][C:7]([C:11]3[C:19]4[C:14](=[N:15][C:16]([CH3:20])=[CH:17][CH:18]=4)[NH:13][N:12]=3)=[N:6][C:5]=2[NH:4][C:3]1=[O:21].C(=O)([O-])[O-].[Cs+].[Cs+].Br[CH2:30][C:31]1[C:36]([F:37])=[C:35]([F:38])[CH:34]=[CH:33][C:32]=1[F:39].O. (2) Given the product [CH3:32][O:31][C:25]1[CH:24]=[C:23]([C:22]2[CH:21]=[CH:20][N:19]=[CH:18][C:17]=2[NH:16][C:6](=[O:7])[CH:5]([O:4][CH2:1][C:2]#[CH:3])[C:9]2[CH:14]=[CH:13][C:12]([Cl:15])=[CH:11][CH:10]=2)[CH:28]=[CH:27][C:26]=1[O:29][CH3:30], predict the reactants needed to synthesize it. The reactants are: [CH2:1]([O:4][CH:5]([C:9]1[CH:14]=[CH:13][C:12]([Cl:15])=[CH:11][CH:10]=1)[C:6](Cl)=[O:7])[C:2]#[CH:3].[NH2:16][C:17]1[CH:18]=[N:19][CH:20]=[CH:21][C:22]=1[C:23]1[CH:28]=[CH:27][C:26]([O:29][CH3:30])=[C:25]([O:31][CH3:32])[CH:24]=1.C(N(CC)CC)C.O1CCCC1. (3) Given the product [Cl:15][C:9]1[CH:8]=[CH:7][C:12]([B:16]([OH:19])[OH:17])=[CH:11][C:10]=1[O:13][CH3:14], predict the reactants needed to synthesize it. The reactants are: C([Li])CCC.Br[C:7]1[CH:12]=[CH:11][C:10]([O:13][CH3:14])=[C:9]([Cl:15])[CH:8]=1.[B:16](OC)([O:19]C)[O:17]C.Cl. (4) Given the product [Br:1][C:2]1[CH:5]=[C:11]2[C:10]([CH3:14])=[N:9][NH:8][C:12]2=[N:13][CH:3]=1, predict the reactants needed to synthesize it. The reactants are: [Br:1][CH:2]([CH:5]=O)[CH:3]=O.C[N:8]1[C:12]([NH2:13])=[CH:11][CH:10]=[N:9]1.[C:14](O)(=O)C. (5) Given the product [F:21][C:15]1[N:14]=[C:13]2[C:18]([NH:19][C:11]([CH2:10][C:8]3[C:7]([I:29])=[CH:6][C:5]4[O:1][CH2:2][O:3][C:4]=4[CH:9]=3)=[N:12]2)=[C:17]([NH2:20])[N:16]=1, predict the reactants needed to synthesize it. The reactants are: [O:1]1[C:5]2[CH:6]=[CH:7][C:8]([CH2:10][C:11]3[NH:19][C:18]4[C:13](=[N:14][C:15]([F:21])=[N:16][C:17]=4[NH2:20])[N:12]=3)=[CH:9][C:4]=2[O:3][CH2:2]1.C1C(=O)N([I:29])C(=O)C1.C(O)(C(F)(F)F)=O. (6) Given the product [CH2:11]([O:10][C:6]1[C:5]([O:18][CH2:19][C:20]2[CH:25]=[CH:24][CH:23]=[CH:22][CH:21]=2)=[C:4]([CH:9]=[CH:8][CH:7]=1)[C:3]([OH:26])=[O:2])[C:12]1[CH:13]=[CH:14][CH:15]=[CH:16][CH:17]=1, predict the reactants needed to synthesize it. The reactants are: C[O:2][C:3](=[O:26])[C:4]1[CH:9]=[CH:8][CH:7]=[C:6]([O:10][CH2:11][C:12]2[CH:17]=[CH:16][CH:15]=[CH:14][CH:13]=2)[C:5]=1[O:18][CH2:19][C:20]1[CH:25]=[CH:24][CH:23]=[CH:22][CH:21]=1.CNCCN(C)C. (7) Given the product [CH2:1]([O:8][C:9]1[CH:14]=[CH:13][C:12]([Cl:15])=[CH:11][C:10]=1[O:16][CH2:30][C@H:31]1[CH2:32][O:33]1)[C:2]1[CH:3]=[CH:4][CH:5]=[CH:6][CH:7]=1, predict the reactants needed to synthesize it. The reactants are: [CH2:1]([O:8][C:9]1[CH:14]=[CH:13][C:12]([Cl:15])=[CH:11][C:10]=1[OH:16])[C:2]1[CH:7]=[CH:6][CH:5]=[CH:4][CH:3]=1.[N+](C1C=C(S(O[CH2:30][C@@H:31]2[O:33][CH2:32]2)(=O)=O)C=CC=1)([O-])=O.CN(C)C=O.O. (8) Given the product [C:1]([O:5][C:6](=[O:7])[C:8]1[CH:9]=[CH:10][C:11]([CH2:12][N:13]2[C:18](=[O:19])[C:17]3[CH:20]=[C:21]([C:23](=[O:24])[NH:43][CH2:42][C:41]4[CH:44]=[CH:45][C:46]([O:47][CH3:48])=[C:39]([O:38][CH3:37])[CH:40]=4)[S:22][C:16]=3[N:15]([CH3:26])[C:14]2=[O:27])=[CH:28][CH:29]=1)([CH3:4])([CH3:2])[CH3:3], predict the reactants needed to synthesize it. The reactants are: [C:1]([O:5][C:6]([C:8]1[CH:29]=[CH:28][C:11]([CH2:12][N:13]2[C:18](=[O:19])[C:17]3[CH:20]=[C:21]([C:23](O)=[O:24])[S:22][C:16]=3[N:15]([CH3:26])[C:14]2=[O:27])=[CH:10][CH:9]=1)=[O:7])([CH3:4])([CH3:3])[CH3:2].CCN(CC)CC.[CH3:37][O:38][C:39]1[CH:40]=[C:41]([CH:44]=[CH:45][C:46]=1[O:47][CH3:48])[CH2:42][NH2:43]. (9) Given the product [CH3:1][N:2]1[C:6]([O:7][CH2:25][C:26]([F:29])([F:28])[F:27])=[C:5]([CH3:8])[C:4]([C:9]([F:11])([F:10])[F:12])=[N:3]1, predict the reactants needed to synthesize it. The reactants are: [CH3:1][N:2]1[C:6]([OH:7])=[C:5]([CH3:8])[C:4]([C:9]([F:12])([F:11])[F:10])=[N:3]1.C(=O)([O-])[O-].[K+].[K+].FC(F)(F)S(O[CH2:25][C:26]([F:29])([F:28])[F:27])(=O)=O.O. (10) The reactants are: [C:1]([O:5][C:6]([N:8]1[CH2:13][CH2:12][CH:11]([CH2:14][CH2:15]O)[CH2:10][CH2:9]1)=[O:7])([CH3:4])([CH3:3])[CH3:2].N1C=CN=C1.C1(P(C2C=CC=CC=2)C2C=CC=CC=2)C=CC=CC=1.[I:41]I. Given the product [C:1]([O:5][C:6]([N:8]1[CH2:13][CH2:12][CH:11]([CH2:14][CH2:15][I:41])[CH2:10][CH2:9]1)=[O:7])([CH3:4])([CH3:3])[CH3:2], predict the reactants needed to synthesize it.